This data is from Full USPTO retrosynthesis dataset with 1.9M reactions from patents (1976-2016). The task is: Predict the reactants needed to synthesize the given product. (1) The reactants are: [F:1][C:2]1[CH:3]=[C:4]([N:8]2[CH:16](O)[C:15]3[C:10](=[CH:11][C:12]([CH3:19])=[C:13]([CH3:18])[CH:14]=3)[C:9]2=[O:20])[CH:5]=[CH:6][CH:7]=1.[C:21]([CH:26]=P(C1C=CC=CC=1)(C1C=CC=CC=1)C1C=CC=CC=1)([O:23]CC)=[O:22].Cl. Given the product [F:1][C:2]1[CH:3]=[C:4]([N:8]2[C:9](=[O:20])[C:10]3[C:15](=[CH:14][C:13]([CH3:18])=[C:12]([CH3:19])[CH:11]=3)[CH:16]2[CH2:26][C:21]([OH:23])=[O:22])[CH:5]=[CH:6][CH:7]=1, predict the reactants needed to synthesize it. (2) Given the product [CH2:1]([N:4]1[C:8]2[CH:9]=[CH:10][C:11]([NH2:13])=[C:12]([Br:14])[C:7]=2[N:6]=[CH:5]1)[CH2:2][CH3:3], predict the reactants needed to synthesize it. The reactants are: [CH2:1]([N:4]1[C:8]2[CH:9]=[CH:10][C:11]([NH2:13])=[CH:12][C:7]=2[N:6]=[CH:5]1)[CH2:2][CH3:3].[Br:14]Br.N.CO.C(Cl)Cl. (3) The reactants are: [N:1]1[CH:6]=[CH:5][CH:4]=[CH:3][C:2]=1[C:7]1[CH:12]=[CH:11][C:10]([C:13]2[O:14][C:15]3[C:21]([C:22](OC)=[O:23])=[CH:20][CH:19]=[CH:18][C:16]=3[N:17]=2)=[CH:9][CH:8]=1.[NH3:26]. Given the product [N:1]1[CH:6]=[CH:5][CH:4]=[CH:3][C:2]=1[C:7]1[CH:8]=[CH:9][C:10]([C:13]2[O:14][C:15]3[C:21]([C:22]([NH2:26])=[O:23])=[CH:20][CH:19]=[CH:18][C:16]=3[N:17]=2)=[CH:11][CH:12]=1, predict the reactants needed to synthesize it. (4) Given the product [CH2:31]([C@@H:18]([NH:17][C:14]([C:4]1[CH:3]=[C:2]([CH3:1])[C:7]2[N:8]=[C:9]([CH2:11][CH2:12][CH3:13])[NH:10][C:6]=2[CH:5]=1)=[O:16])[CH2:19][C:20](=[O:21])[NH:22][O:23][CH2:24][C:25]1[CH:30]=[CH:29][CH:28]=[CH:27][CH:26]=1)[C:32]1[CH:33]=[CH:34][CH:35]=[CH:36][CH:37]=1, predict the reactants needed to synthesize it. The reactants are: [CH3:1][C:2]1[C:7]2[N:8]=[C:9]([CH2:11][CH2:12][CH3:13])[NH:10][C:6]=2[CH:5]=[C:4]([C:14]([OH:16])=O)[CH:3]=1.[NH2:17][C@H:18]([CH2:31][C:32]1[CH:37]=[CH:36][CH:35]=[CH:34][CH:33]=1)[CH2:19][C:20]([NH:22][O:23][CH2:24][C:25]1[CH:30]=[CH:29][CH:28]=[CH:27][CH:26]=1)=[O:21].C1C=CC2N(O)N=NC=2C=1.C(Cl)CCl.